From a dataset of Forward reaction prediction with 1.9M reactions from USPTO patents (1976-2016). Predict the product of the given reaction. Given the reactants [Cl:1][CH2:2][CH2:3][CH2:4][O:5][C:6]1[CH:13]=[CH:12][C:9]([CH:10]=[O:11])=[CH:8][CH:7]=1.[BH4-].[Na+].[Cl-].[NH4+], predict the reaction product. The product is: [Cl:1][CH2:2][CH2:3][CH2:4][O:5][C:6]1[CH:7]=[CH:8][C:9]([CH2:10][OH:11])=[CH:12][CH:13]=1.